Predict the reaction yield, written as a fraction of the theoretical maximum amount of product (1.0 means a 100% yield; for example, 0.34 means a 34% yield). From a dataset of Reaction yield outcomes from USPTO patents with 853,638 reactions. (1) The reactants are [NH2:1][C:2]1[CH:7]=[C:6](Br)[N:5]=[C:4]([C:9]([O:11][CH3:12])=[O:10])[C:3]=1[O:13][CH3:14].C([Sn](CCCC)(CCCC)[C:20]([O:22][CH2:23][CH3:24])=[CH2:21])CCC.[Sn]. The catalyst is ClCCCl.[Pd].Cl[Pd](Cl)([P](C1C=CC=CC=1)(C1C=CC=CC=1)C1C=CC=CC=1)[P](C1C=CC=CC=1)(C1C=CC=CC=1)C1C=CC=CC=1. The product is [NH2:1][C:2]1[CH:7]=[C:6]([C:20]([O:22][CH2:23][CH3:24])=[CH2:21])[N:5]=[C:4]([C:9]([O:11][CH3:12])=[O:10])[C:3]=1[O:13][CH3:14]. The yield is 0.870. (2) The reactants are [NH2:1][C:2]1[CH:3]=[C:4]2[C:9](=[CH:10][CH:11]=1)[CH:8]=[C:7]([C:12]1[CH:17]=[CH:16][C:15]([OH:18])=[CH:14][CH:13]=1)[CH:6]=[CH:5]2.Cl[CH2:20][CH2:21][O:22][CH2:23][CH2:24][O:25][CH2:26][CH2:27][OH:28].C(=O)([O-])[O-].[K+].[K+].CN(C=O)C. The catalyst is C(OCC)(=O)C.O. The product is [NH2:1][C:2]1[CH:3]=[C:4]2[C:9](=[CH:10][CH:11]=1)[CH:8]=[C:7]([C:12]1[CH:17]=[CH:16][C:15]([O:18][CH2:20][CH2:21][O:22][CH2:23][CH2:24][O:25][CH2:26][CH2:27][OH:28])=[CH:14][CH:13]=1)[CH:6]=[CH:5]2. The yield is 0.730. (3) The reactants are Br[C:2]1[CH:3]=[CH:4][C:5]2[O:11][CH2:10][CH2:9][N:8]3[CH:12]=[C:13]([C:15]4[N:19]([CH2:20][C:21]([F:24])([F:23])[F:22])[N:18]=[CH:17][N:16]=4)[N:14]=[C:7]3[C:6]=2[CH:25]=1.[F:26][C:27]1[C:32](B(O)O)=[CH:31][CH:30]=[CH:29][N:28]=1. No catalyst specified. The product is [F:26][C:27]1[C:32]([C:2]2[CH:3]=[CH:4][C:5]3[O:11][CH2:10][CH2:9][N:8]4[CH:12]=[C:13]([C:15]5[N:19]([CH2:20][C:21]([F:22])([F:23])[F:24])[N:18]=[CH:17][N:16]=5)[N:14]=[C:7]4[C:6]=3[CH:25]=2)=[CH:31][CH:30]=[CH:29][N:28]=1. The yield is 0.550. (4) The reactants are [CH3:1][S:2]([O:5][CH2:6][CH2:7][C:8]1[CH:13]=[CH:12][CH:11]=[C:10]([N+]([O-])=O)[CH:9]=1)(=[O:4])=[O:3].[Br:17]C1C=C(CCO)C=CC=1. No catalyst specified. The product is [CH3:1][S:2]([O:5][CH2:6][CH2:7][C:8]1[CH:13]=[CH:12][CH:11]=[C:10]([Br:17])[CH:9]=1)(=[O:4])=[O:3]. The yield is 0.770. (5) The reactants are [Li]CCCC.[CH3:6][Si:7]([CH3:12])([CH3:11])[C:8]#[C:9][CH3:10].Cl[CH2:14][C:15]1[N:19]([CH3:20])[C:18]2[CH:21]=[CH:22][CH:23]=[CH:24][C:17]=2[N:16]=1. The catalyst is C1COCC1. The product is [CH3:20][N:19]1[C:18]2[CH:21]=[CH:22][CH:23]=[CH:24][C:17]=2[N:16]=[C:15]1[CH2:14][CH2:10][C:9]#[C:8][Si:7]([CH3:12])([CH3:11])[CH3:6]. The yield is 0.230. (6) The reactants are [CH3:1][C:2]1([CH3:28])[CH2:11][CH2:10][C:9]([CH3:13])([CH3:12])[C:8]2[CH:7]=[C:6]([Se:14][C:15]#[C:16][C:17]3[CH:27]=[CH:26][C:20]([C:21]([O:23]CC)=[O:22])=[CH:19][N:18]=3)[CH:5]=[CH:4][C:3]1=2.CCCCCCC. The catalyst is C1COCC1.[OH-].[Na+]. The product is [CH3:1][C:2]1([CH3:28])[CH2:11][CH2:10][C:9]([CH3:12])([CH3:13])[C:8]2[CH:7]=[C:6]([Se:14][C:15]#[C:16][C:17]3[CH:27]=[CH:26][C:20]([C:21]([OH:23])=[O:22])=[CH:19][N:18]=3)[CH:5]=[CH:4][C:3]1=2. The yield is 0.360.